From a dataset of Reaction yield outcomes from USPTO patents with 853,638 reactions. Predict the reaction yield, written as a fraction of the theoretical maximum amount of product (1.0 means a 100% yield; for example, 0.34 means a 34% yield). (1) The reactants are Br[C:2]1[CH:7]=[C:6]([S:8]([CH3:10])=[O:9])[C:5](Br)=[CH:4][C:3]=1[S:12]([CH3:14])=[O:13].[CH2:15]([C:21]1[S:25][C:24]([Sn](C)(C)C)=[CH:23][CH:22]=1)[CH2:16][CH2:17][CH2:18][CH2:19][CH3:20]. The catalyst is CN(C=O)C.C1C=CC([P]([Pd]([P](C2C=CC=CC=2)(C2C=CC=CC=2)C2C=CC=CC=2)([P](C2C=CC=CC=2)(C2C=CC=CC=2)C2C=CC=CC=2)[P](C2C=CC=CC=2)(C2C=CC=CC=2)C2C=CC=CC=2)(C2C=CC=CC=2)C2C=CC=CC=2)=CC=1. The product is [CH3:14][S:12]([C:3]1[CH:4]=[C:5]([C:24]2[S:25][C:21]([CH2:15][CH2:16][CH2:17][CH2:18][CH2:19][CH3:20])=[CH:22][CH:23]=2)[C:6]([S:8]([CH3:10])=[O:9])=[CH:7][C:2]=1[C:24]1[S:25][C:21]([CH2:15][CH2:16][CH2:17][CH2:18][CH2:19][CH3:20])=[CH:22][CH:23]=1)=[O:13]. The yield is 0.750. (2) The reactants are Cl[CH:2]([C:9]1[CH:10]=[N:11][CH:12]=[CH:13][CH:14]=1)[C:3]1[CH:4]=[N:5][CH:6]=[CH:7][CH:8]=1.[N:15]1([C:21]([O:23][C:24]([CH3:27])([CH3:26])[CH3:25])=[O:22])[CH2:20][CH2:19][NH:18][CH2:17][CH2:16]1. The catalyst is C(#N)C. The product is [N:5]1[CH:6]=[CH:7][CH:8]=[C:3]([CH:2]([C:9]2[CH:10]=[N:11][CH:12]=[CH:13][CH:14]=2)[N:18]2[CH2:17][CH2:16][N:15]([C:21]([O:23][C:24]([CH3:27])([CH3:26])[CH3:25])=[O:22])[CH2:20][CH2:19]2)[CH:4]=1. The yield is 0.310. (3) The reactants are I[C:2]1[C:10]2[O:9][CH2:8][O:7][C:6]=2[C:5](I)=[CH:4][CH:3]=1.[C:12]([Si:14]([CH3:17])([CH3:16])[CH3:15])#[CH:13]. The catalyst is CN(C=O)C.CCOC(C)=O.O.Cl[Pd](Cl)([P](C1C=CC=CC=1)(C1C=CC=CC=1)C1C=CC=CC=1)[P](C1C=CC=CC=1)(C1C=CC=CC=1)C1C=CC=CC=1.[Cu]I. The product is [CH3:15][Si:14]([CH3:17])([CH3:16])[C:12]#[C:13][C:2]1[C:10]2[O:9][CH2:8][O:7][C:6]=2[C:5]([C:13]#[C:12][Si:14]([CH3:17])([CH3:16])[CH3:15])=[CH:4][CH:3]=1. The yield is 0.810. (4) The reactants are [C:1]([C:3]1[N:8]=[CH:7][C:6]([CH2:9][N:10]2[CH:15]=[C:14]([C:16]3[CH:21]=[CH:20][C:19]([O:22][CH3:23])=[CH:18][CH:17]=3)[CH:13]=[CH:12][C:11]2=[O:24])=[CH:5][CH:4]=1)#[CH:2]. The catalyst is CO.[Pd]. The product is [CH2:1]([C:3]1[N:8]=[CH:7][C:6]([CH2:9][N:10]2[CH:15]=[C:14]([C:16]3[CH:17]=[CH:18][C:19]([O:22][CH3:23])=[CH:20][CH:21]=3)[CH:13]=[CH:12][C:11]2=[O:24])=[CH:5][CH:4]=1)[CH3:2]. The yield is 0.610. (5) The reactants are [Br:1][C:2]1[CH:3]=[C:4]2[C:8](=[CH:9][CH:10]=1)[NH:7][CH:6]=[CH:5]2.[BH3-]C#N.[Na+]. The catalyst is CC(O)=O.O. The product is [Br:1][C:2]1[CH:3]=[C:4]2[C:8](=[CH:9][CH:10]=1)[NH:7][CH2:6][CH2:5]2. The yield is 0.710.